Dataset: Reaction yield outcomes from USPTO patents with 853,638 reactions. Task: Predict the reaction yield, written as a fraction of the theoretical maximum amount of product (1.0 means a 100% yield; for example, 0.34 means a 34% yield). (1) The reactants are [Cl:1][C:2]1[CH:3]=[C:4]([O:10][CH2:11][C:12]2[C:22]([F:23])=[CH:21][C:15]([C:16]([O:18]CC)=[O:17])=[C:14]([F:24])[CH:13]=2)[CH:5]=[N:6][C:7]=1[O:8][CH3:9].[OH-].[Li+].Cl. The catalyst is C1COCC1. The product is [Cl:1][C:2]1[CH:3]=[C:4]([O:10][CH2:11][C:12]2[C:22]([F:23])=[CH:21][C:15]([C:16]([OH:18])=[O:17])=[C:14]([F:24])[CH:13]=2)[CH:5]=[N:6][C:7]=1[O:8][CH3:9]. The yield is 0.970. (2) The yield is 0.860. The catalyst is CCO. The reactants are [CH3:1][C:2](=[O:7])[CH2:3][C:4](=[O:6])[CH3:5].CCN(CC)CC.Cl[C:16](=[N:24]O)[C:17]1[CH:22]=[CH:21][CH:20]=[C:19]([Br:23])[CH:18]=1. The product is [Br:23][C:19]1[CH:18]=[C:17]([C:16]2[C:3]([C:2](=[O:7])[CH3:1])=[C:4]([CH3:5])[O:6][N:24]=2)[CH:22]=[CH:21][CH:20]=1. (3) The yield is 1.00. No catalyst specified. The reactants are [Br:1][C:2]1[CH:3]=[C:4]2[C:9](=[CH:10][CH:11]=1)[NH:8][C:7](=[O:12])[CH:6]=[CH:5]2.Br[CH2:14][C:15]([O:17][CH2:18][CH3:19])=[O:16]. The product is [Br:1][C:2]1[CH:3]=[C:4]2[C:9](=[CH:10][CH:11]=1)[N:8]([CH2:14][C:15]([O:17][CH2:18][CH3:19])=[O:16])[C:7](=[O:12])[CH:6]=[CH:5]2. (4) The reactants are Br[C:2]1[N:3]([CH2:9][O:10][CH2:11][CH2:12][Si:13]([CH3:16])([CH3:15])[CH3:14])[CH:4]=[C:5]([C:7]#[N:8])[N:6]=1.C([Mg]Cl)(C)C.C([C:24]([O:26][CH2:27][CH3:28])=[O:25])#N. The catalyst is O1CCCC1. The product is [CH2:27]([O:26][C:24]([C:2]1[N:3]([CH2:9][O:10][CH2:11][CH2:12][Si:13]([CH3:16])([CH3:15])[CH3:14])[CH:4]=[C:5]([C:7]#[N:8])[N:6]=1)=[O:25])[CH3:28]. The yield is 0.740. (5) The reactants are [CH2:1]([CH:3]([C:6]1[C:14]2[NH:13][C:12](=[O:15])[N:11]([C:16]([O:18][C:19]([CH3:22])([CH3:21])[CH3:20])=[O:17])[C:10]=2[CH:9]=[CH:8][CH:7]=1)[CH2:4][CH3:5])[CH3:2].C(=O)([O-])[O-].[K+].[K+].Br[CH2:30][C:31]([O:33][CH:34]([CH3:36])[CH3:35])=[O:32]. The catalyst is CN(C)C=O.O. The product is [CH2:1]([CH:3]([C:6]1[C:14]2[N:13]([CH2:30][C:31]([O:33][CH:34]([CH3:36])[CH3:35])=[O:32])[C:12](=[O:15])[N:11]([C:16]([O:18][C:19]([CH3:20])([CH3:22])[CH3:21])=[O:17])[C:10]=2[CH:9]=[CH:8][CH:7]=1)[CH2:4][CH3:5])[CH3:2]. The yield is 0.875. (6) The reactants are [CH3:1][N:2]([CH3:11])[C:3]1[CH:10]=[CH:9][C:6]([CH:7]=O)=[CH:5][CH:4]=1.[C:12]([OH:24])(=[O:23])[CH2:13][NH:14][C:15]([C:17]1[CH:22]=[CH:21][CH:20]=[CH:19][CH:18]=1)=O.C([O-])(=O)C.[Na+].C(OC(=O)C)(=O)C. The catalyst is C(OCC)(=O)C.CCOCC. The product is [CH3:1][N:2]([CH3:11])[C:3]1[CH:10]=[CH:9][C:6]([CH:7]=[C:13]2[C:12](=[O:23])[O:24][C:15]([C:17]3[CH:18]=[CH:19][CH:20]=[CH:21][CH:22]=3)=[N:14]2)=[CH:5][CH:4]=1. The yield is 0.213.